From a dataset of Forward reaction prediction with 1.9M reactions from USPTO patents (1976-2016). Predict the product of the given reaction. Given the reactants I[C:2]1[CH:3]=[CH:4][C:5]([NH:8][C:9](=[O:15])[O:10][C:11]([CH3:14])([CH3:13])[CH3:12])=[N:6][CH:7]=1.CC1(C)C(C)(C)OB([C:24]2[CH:25]=[C:26]3[CH:32]=[CH:31][NH:30][C:27]3=[N:28][CH:29]=2)O1.C([O-])([O-])=O.[K+].[K+], predict the reaction product. The product is: [C:11]([O:10][C:9](=[O:15])[NH:8][C:5]1[CH:4]=[CH:3][C:2]([C:24]2[CH:25]=[C:26]3[CH:32]=[CH:31][NH:30][C:27]3=[N:28][CH:29]=2)=[CH:7][N:6]=1)([CH3:14])([CH3:13])[CH3:12].